Dataset: Forward reaction prediction with 1.9M reactions from USPTO patents (1976-2016). Task: Predict the product of the given reaction. (1) Given the reactants Cl[C:2]1[N:6]([CH3:7])[N:5]=[CH:4][C:3]=1[N+:8]([O-:10])=[O:9].[OH:11][C@H:12]1[CH2:16][CH2:15][NH:14][CH2:13]1, predict the reaction product. The product is: [CH3:7][N:6]1[C:2]([N:14]2[CH2:15][CH2:16][C@H:12]([OH:11])[CH2:13]2)=[C:3]([N+:8]([O-:10])=[O:9])[CH:4]=[N:5]1. (2) Given the reactants [C:1]([OH:4])(=O)[CH3:2].[F:5][C:6]1[CH:7]=[C:8]([NH2:14])[C:9]([NH2:13])=[CH:10][C:11]=1[F:12], predict the reaction product. The product is: [F:5][C:6]1[CH:7]=[C:8]2[C:9](=[CH:10][C:11]=1[F:12])[NH:13][C:1](=[O:4])[CH:2]=[N:14]2. (3) The product is: [ClH:27].[NH2:9][C@H:8]1[CH2:7][CH2:6][C:5]2[CH:17]=[C:18]([C:21]3[CH:22]=[CH:23][CH:24]=[CH:25][CH:26]=3)[CH:19]=[CH:20][C:4]=2[NH:3][C:2]1=[O:1]. Given the reactants [O:1]=[C:2]1[C@@H:8]([NH:9]C(=O)OC(C)(C)C)[CH2:7][CH2:6][C:5]2[CH:17]=[C:18]([C:21]3[CH:26]=[CH:25][CH:24]=[CH:23][CH:22]=3)[CH:19]=[CH:20][C:4]=2[NH:3]1.[ClH:27], predict the reaction product. (4) Given the reactants [N+:1]([C:4]1[CH:5]=[N:6][NH:7][CH:8]=1)([O-:3])=[O:2].C(N(CC)CC)C.[C:16](O[C:16]([O:18][C:19]([CH3:22])([CH3:21])[CH3:20])=[O:17])([O:18][C:19]([CH3:22])([CH3:21])[CH3:20])=[O:17], predict the reaction product. The product is: [N+:1]([C:4]1[CH:5]=[N:6][N:7]([C:16]([O:18][C:19]([CH3:22])([CH3:21])[CH3:20])=[O:17])[CH:8]=1)([O-:3])=[O:2]. (5) Given the reactants [C:1]([O:9][CH2:10][CH3:11])(=[O:8])[CH2:2][C:3]([O:5][CH2:6][CH3:7])=[O:4].[H-].[Na+].C(O[CH:17]([NH:22][C:23]1[CH:28]=[CH:27][CH:26]=[CH:25][CH:24]=1)[C:18]([F:21])([F:20])[F:19])C.Cl, predict the reaction product. The product is: [F:19][C:18]([F:20])([F:21])[CH:17]([CH:2]([C:3]([O:5][CH2:6][CH3:7])=[O:4])[C:1]([O:9][CH2:10][CH3:11])=[O:8])[NH:22][C:23]1[CH:28]=[CH:27][CH:26]=[CH:25][CH:24]=1. (6) Given the reactants [C:1]([OH:10])(=[O:9])[C:2]1[C:3](=[CH:5][CH:6]=[CH:7][CH:8]=1)[NH2:4].[CH2:11]=[C:12]1[O:16][C:14](=O)[CH2:13]1.C(OC(=O)C)(=O)C, predict the reaction product. The product is: [O:16]=[C:12]([CH3:11])[CH2:13][C:14]1[O:9][C:1](=[O:10])[C:2]2[CH:8]=[CH:7][CH:6]=[CH:5][C:3]=2[N:4]=1. (7) Given the reactants [S:1]1[C:5]([NH:6][S:7]([C:10]2[CH:15]=[CH:14][C:13]([CH:16]3[CH2:21][CH2:20][N:19](C(=O)C(F)(F)F)[CH2:18][CH2:17]3)=[CH:12][CH:11]=2)(=[O:9])=[O:8])=[N:4][CH:3]=[N:2]1.[OH-].[Na+].Cl, predict the reaction product. The product is: [NH:19]1[CH2:18][CH2:17][CH:16]([C:13]2[CH:14]=[CH:15][C:10]([S:7]([NH:6][C:5]3[S:1][N:2]=[CH:3][N:4]=3)(=[O:9])=[O:8])=[CH:11][CH:12]=2)[CH2:21][CH2:20]1. (8) Given the reactants [CH3:1][S:2]([C:5]1[CH:10]=[CH:9][C:8]([NH:11][C:12]2[C:17]([N+:18]([O-:20])=[O:19])=[C:16]([O:21][CH:22]3[CH2:27][CH2:26][NH:25][CH2:24][CH2:23]3)[N:15]=[CH:14][N:13]=2)=[CH:7][CH:6]=1)(=[O:4])=[O:3].C(N(CC)CC)C.[S:35]1[CH:39]=[CH:38][CH:37]=[C:36]1[S:40](Cl)(=[O:42])=[O:41], predict the reaction product. The product is: [CH3:1][S:2]([C:5]1[CH:10]=[CH:9][C:8]([NH:11][C:12]2[C:17]([N+:18]([O-:20])=[O:19])=[C:16]([O:21][CH:22]3[CH2:27][CH2:26][N:25]([S:40]([C:36]4[S:35][CH:39]=[CH:38][CH:37]=4)(=[O:42])=[O:41])[CH2:24][CH2:23]3)[N:15]=[CH:14][N:13]=2)=[CH:7][CH:6]=1)(=[O:4])=[O:3]. (9) Given the reactants [Cl:1][C:2]1[CH:7]=[CH:6][C:5]([NH:8][C:9]2[C:13]3[C:14](=[O:18])[NH:15][CH:16]=[CH:17][C:12]=3[N:11]([C@@:19]3([CH2:31][C:32]#[N:33])[CH2:24][O:23][C@H:22]([C:25](N(OC)C)=[O:26])[CH2:21][CH2:20]3)[N:10]=2)=[CH:4][CH:3]=1.[CH3:34][Mg]Br, predict the reaction product. The product is: [C:25]([C@H:22]1[O:23][CH2:24][C@:19]([CH2:31][C:32]#[N:33])([N:11]2[C:12]3[CH:17]=[CH:16][NH:15][C:14](=[O:18])[C:13]=3[C:9]([NH:8][C:5]3[CH:6]=[CH:7][C:2]([Cl:1])=[CH:3][CH:4]=3)=[N:10]2)[CH2:20][CH2:21]1)(=[O:26])[CH3:34]. (10) Given the reactants [Cl:1][C:2]1[C:10]2[S:9][C:8]([SH:11])=[N:7][C:6]=2[CH:5]=[CH:4][CH:3]=1.C(O[K])(C)(C)C.[NH2:18][C:19]1[N:27]=[CH:26][N:25]=[C:24]2[C:20]=1[N:21]=[C:22](Br)[N:23]2[CH2:28][CH2:29][CH:30]1[CH2:35][CH2:34][N:33]([C:36](=[O:47])[C@@H:37]([NH:39][C:40](=[O:46])[O:41][C:42]([CH3:45])([CH3:44])[CH3:43])[CH3:38])[CH2:32][CH2:31]1, predict the reaction product. The product is: [NH2:18][C:19]1[N:27]=[CH:26][N:25]=[C:24]2[C:20]=1[N:21]=[C:22]([S:11][C:8]1[S:9][C:10]3[C:2]([Cl:1])=[CH:3][CH:4]=[CH:5][C:6]=3[N:7]=1)[N:23]2[CH2:28][CH2:29][CH:30]1[CH2:35][CH2:34][N:33]([C:36](=[O:47])[C@@H:37]([NH:39][C:40](=[O:46])[O:41][C:42]([CH3:44])([CH3:43])[CH3:45])[CH3:38])[CH2:32][CH2:31]1.